The task is: Regression. Given a peptide amino acid sequence and an MHC pseudo amino acid sequence, predict their binding affinity value. This is MHC class I binding data.. This data is from Peptide-MHC class I binding affinity with 185,985 pairs from IEDB/IMGT. The peptide sequence is KIMEIVSHL. The MHC is HLA-A02:03 with pseudo-sequence HLA-A02:03. The binding affinity (normalized) is 0.784.